From a dataset of Peptide-MHC class I binding affinity with 185,985 pairs from IEDB/IMGT. Regression. Given a peptide amino acid sequence and an MHC pseudo amino acid sequence, predict their binding affinity value. This is MHC class I binding data. (1) The peptide sequence is FPYTGDPPY. The MHC is HLA-B15:42 with pseudo-sequence HLA-B15:42. The binding affinity (normalized) is 0.213. (2) The peptide sequence is KVMALPIPH. The MHC is HLA-A03:01 with pseudo-sequence HLA-A03:01. The binding affinity (normalized) is 0.523. (3) The peptide sequence is AYFPREGVF. The MHC is HLA-A24:02 with pseudo-sequence HLA-A24:02. The binding affinity (normalized) is 0.190. (4) The peptide sequence is SHEQGDIAL. The MHC is HLA-B58:01 with pseudo-sequence HLA-B58:01. The binding affinity (normalized) is 0.0847. (5) The peptide sequence is SIINHKFCNL. The MHC is HLA-A02:03 with pseudo-sequence HLA-A02:03. The binding affinity (normalized) is 0.415.